Dataset: Full USPTO retrosynthesis dataset with 1.9M reactions from patents (1976-2016). Task: Predict the reactants needed to synthesize the given product. (1) The reactants are: [Br:1][C:2]1[CH:9]=[C:8]([CH2:10][C:11]2[CH:16]=[CH:15][C:14]([CH2:17][CH3:18])=[CH:13][CH:12]=2)[C:7]([Cl:19])=[CH:6][C:3]=1[CH:4]=O.[C:20]1(C)C=CC=CC=1. Given the product [Br:1][C:2]1[CH:9]=[C:8]([CH2:10][C:11]2[CH:16]=[CH:15][C:14]([CH2:17][CH3:18])=[CH:13][CH:12]=2)[C:7]([Cl:19])=[CH:6][C:3]=1[CH:4]=[CH2:20], predict the reactants needed to synthesize it. (2) The reactants are: [C:1]([C:3]1[CH:8]=[CH:7][N:6]=[C:5]([N:9]2[CH2:14][CH2:13][N:12]([C:15]([O:17][CH2:18][C:19]([CH3:22])([CH3:21])[CH3:20])=[O:16])[CH2:11][CH2:10]2)[CH:4]=1)#[N:2].Cl.[OH:24][NH2:25].C(=O)([O-])[O-].[K+].[K+]. Given the product [NH2:2][C:1](=[N:25][OH:24])[C:3]1[CH:8]=[CH:7][N:6]=[C:5]([N:9]2[CH2:10][CH2:11][N:12]([C:15]([O:17][CH2:18][C:19]([CH3:22])([CH3:21])[CH3:20])=[O:16])[CH2:13][CH2:14]2)[CH:4]=1, predict the reactants needed to synthesize it. (3) Given the product [Cl:16][C:17]1[CH:18]=[CH:19][C:20]([C:26]#[N:27])=[C:21]([C:2]2[C:7]([O:8][CH2:9][C:10]([F:13])([F:12])[F:11])=[CH:6][N:5]=[C:4]([O:14][CH3:15])[CH:3]=2)[CH:22]=1, predict the reactants needed to synthesize it. The reactants are: I[C:2]1[C:7]([O:8][CH2:9][C:10]([F:13])([F:12])[F:11])=[CH:6][N:5]=[C:4]([O:14][CH3:15])[CH:3]=1.[Cl:16][C:17]1[CH:18]=[CH:19][C:20]([C:26]#[N:27])=[C:21](B(O)O)[CH:22]=1. (4) Given the product [Cl:1][C:2]1[CH:3]=[CH:4][C:5]([O:25][CH2:33][CH:34]2[CH2:36][CH2:35]2)=[C:6]([CH2:8][N:9]2[CH:13]=[CH:12][C:11]([C:14]([NH:16][C:17]3[C:18]([F:24])=[CH:19][CH:20]=[CH:21][C:22]=3[F:23])=[O:15])=[N:10]2)[CH:7]=1, predict the reactants needed to synthesize it. The reactants are: [Cl:1][C:2]1[CH:3]=[CH:4][C:5]([OH:25])=[C:6]([CH2:8][N:9]2[CH:13]=[CH:12][C:11]([C:14]([NH:16][C:17]3[C:22]([F:23])=[CH:21][CH:20]=[CH:19][C:18]=3[F:24])=[O:15])=[N:10]2)[CH:7]=1.C(=O)([O-])[O-].[K+].[K+].Br[CH2:33][CH:34]1[CH2:36][CH2:35]1. (5) Given the product [Br:1][C:2]1[C:11]2[C:6](=[CH:7][C:8]3[CH:15]=[CH:14][CH:13]=[CH:12][C:9]=3[CH:10]=2)[CH:5]=[N+:4]([O-:24])[CH:3]=1, predict the reactants needed to synthesize it. The reactants are: [Br:1][C:2]1[C:11]2[C:6](=[CH:7][C:8]3[CH:15]=[CH:14][CH:13]=[CH:12][C:9]=3[CH:10]=2)[CH:5]=[N:4][CH:3]=1.C1C=C(Cl)C=C(C(OO)=[O:24])C=1. (6) Given the product [C:1]([O:5][C:6]([N:8]1[CH2:13][CH2:12][CH:11]([O:14][C:15]2[CH:20]=[CH:19][C:18]([N+:21]([O-:23])=[O:22])=[CH:17][C:16]=2[C:24](=[O:26])[NH:37][CH3:35])[CH2:10][CH2:9]1)=[O:7])([CH3:3])([CH3:2])[CH3:4], predict the reactants needed to synthesize it. The reactants are: [C:1]([O:5][C:6]([N:8]1[CH2:13][CH2:12][CH:11]([O:14][C:15]2[CH:20]=[CH:19][C:18]([N+:21]([O-:23])=[O:22])=[CH:17][C:16]=2[C:24]([OH:26])=O)[CH2:10][CH2:9]1)=[O:7])([CH3:4])([CH3:3])[CH3:2].ClC(OCC(C)C)=O.[CH2:35]([N:37](CC)CC)C.CN.